This data is from Forward reaction prediction with 1.9M reactions from USPTO patents (1976-2016). The task is: Predict the product of the given reaction. (1) Given the reactants [Br:1][C:2]1[CH:3]=[C:4]([CH:11]2[CH2:14][CH2:13][CH2:12]2)[C:5]([OH:10])=[C:6]([CH:9]=1)[CH:7]=[O:8].[C:15](=O)([O-])[O-].[K+].[K+].COS(=O)(=O)OC, predict the reaction product. The product is: [Br:1][C:2]1[CH:3]=[C:4]([CH:11]2[CH2:12][CH2:13][CH2:14]2)[C:5]([O:10][CH3:15])=[C:6]([CH:9]=1)[CH:7]=[O:8]. (2) The product is: [Br:1][C:2]1[CH:16]=[C:15](/[CH:17]=[CH:18]/[CH:19]([C:24]2[CH:25]=[C:26]([Cl:32])[C:27]([Cl:31])=[C:28]([Cl:30])[CH:29]=2)[C:20]([F:23])([F:21])[F:22])[CH:14]=[CH:13][C:3]=1[C:4]([NH:6][CH:7]1[CH2:12][CH2:11][N:10]([CH2:41][CH2:42][OH:43])[CH2:9][CH2:8]1)=[O:5]. Given the reactants [Br:1][C:2]1[CH:16]=[C:15](/[CH:17]=[CH:18]/[CH:19]([C:24]2[CH:29]=[C:28]([Cl:30])[C:27]([Cl:31])=[C:26]([Cl:32])[CH:25]=2)[C:20]([F:23])([F:22])[F:21])[CH:14]=[CH:13][C:3]=1[C:4]([NH:6][CH:7]1[CH2:12][CH2:11][NH:10][CH2:9][CH2:8]1)=[O:5].C(N(CC)CC)C.Cl[CH2:41][CH2:42][OH:43], predict the reaction product.